The task is: Regression. Given a peptide amino acid sequence and an MHC pseudo amino acid sequence, predict their binding affinity value. This is MHC class I binding data.. This data is from Peptide-MHC class I binding affinity with 185,985 pairs from IEDB/IMGT. The peptide sequence is RLIVYPDLGV. The MHC is HLA-A02:03 with pseudo-sequence HLA-A02:03. The binding affinity (normalized) is 0.750.